Dataset: CYP2C9 inhibition data for predicting drug metabolism from PubChem BioAssay. Task: Regression/Classification. Given a drug SMILES string, predict its absorption, distribution, metabolism, or excretion properties. Task type varies by dataset: regression for continuous measurements (e.g., permeability, clearance, half-life) or binary classification for categorical outcomes (e.g., BBB penetration, CYP inhibition). Dataset: cyp2c9_veith. (1) The molecule is O=C(CCS(=O)(=O)c1cccc2nsnc12)NC1CCCCC1. The result is 0 (non-inhibitor). (2) The drug is O=C(COC(=O)c1cccc(S(=O)(=O)N2CCN(c3ccccc3)CC2)c1)NCc1ccco1. The result is 1 (inhibitor). (3) The compound is CCC(C(=O)Nc1cccc(C(F)(F)F)c1)c1ccccc1. The result is 1 (inhibitor). (4) The drug is NNC(NN)NN.n1nc(-c2nn[nH]n2)n[nH]1. The result is 0 (non-inhibitor). (5) The molecule is N[C@@H](CSC1(c2ccc(Cl)cc2)c2ccccc2-c2ccccc21)C(=O)O. The result is 0 (non-inhibitor).